This data is from Forward reaction prediction with 1.9M reactions from USPTO patents (1976-2016). The task is: Predict the product of the given reaction. (1) Given the reactants [CH3:1]I.[CH3:3][O:4][C:5]1[C:15]2[C:14]([C:16]3[CH:17]=[C:18]([CH:21]=[CH:22][CH:23]=3)[C:19]#[N:20])=[N:13][CH2:12][C:11](=[O:24])[NH:10][C:9]=2[CH:8]=[C:7]([O:25][CH3:26])[C:6]=1[C:27]1[CH:32]=[CH:31][CH:30]=[CH:29][CH:28]=1.[OH-].[Na+], predict the reaction product. The product is: [CH3:3][O:4][C:5]1[C:15]2[C:14]([C:16]3[CH:17]=[C:18]([CH:21]=[CH:22][CH:23]=3)[C:19]#[N:20])=[N:13][CH2:12][C:11](=[O:24])[N:10]([CH3:1])[C:9]=2[CH:8]=[C:7]([O:25][CH3:26])[C:6]=1[C:27]1[CH:32]=[CH:31][CH:30]=[CH:29][CH:28]=1. (2) Given the reactants [C:1]([C:3]1[CH:11]=[CH:10][CH:9]=[C:8]2[C:4]=1[CH:5]=[CH:6][NH:7]2)#[N:2].Cl.[CH3:13][NH:14][CH3:15].C=O.[CH2:18](O)CCC, predict the reaction product. The product is: [C:1]([C:3]1[CH:11]=[CH:10][CH:9]=[C:8]2[C:4]=1[C:5]([CH2:13][N:14]([CH3:18])[CH3:15])=[CH:6][NH:7]2)#[N:2]. (3) Given the reactants [Cl:1][C:2]1[CH:7]=[CH:6][C:5]([C:8]2([C:12]3[C:21]4[C:16](=[CH:17][CH:18]=[C:19]([O:22][CH2:23][CH2:24][NH:25][C:26](=[O:32])OC(C)(C)C)[CH:20]=4)[CH2:15][CH2:14][N:13]=3)[CH2:11][CH2:10][CH2:9]2)=[CH:4][CH:3]=1.[CH2:33]([N:36]=C=O)[CH2:34][CH3:35].C(OC(=O)C)C.C(O)(C)C, predict the reaction product. The product is: [Cl:1][C:2]1[CH:3]=[CH:4][C:5]([C:8]2([C:12]3[C:21]4[C:16](=[CH:17][CH:18]=[C:19]([O:22][CH2:23][CH2:24][NH:25][C:26]([NH:36][CH2:33][CH2:34][CH3:35])=[O:32])[CH:20]=4)[CH2:15][CH2:14][N:13]=3)[CH2:11][CH2:10][CH2:9]2)=[CH:6][CH:7]=1. (4) Given the reactants [CH2:1]([O:8][C:9]1[CH:16]=[C:15]([I:17])[CH:14]=[CH:13][C:10]=1[CH:11]=O)[C:2]1[CH:7]=[CH:6][CH:5]=[CH:4][CH:3]=1.[OH:18][C:19]1[CH:25]=[CH:24][C:22]([NH2:23])=[CH:21][CH:20]=1, predict the reaction product. The product is: [CH2:1]([O:8][C:9]1[CH:16]=[C:15]([I:17])[CH:14]=[CH:13][C:10]=1/[CH:11]=[N:23]/[C:22]1[CH:24]=[CH:25][C:19]([OH:18])=[CH:20][CH:21]=1)[C:2]1[CH:7]=[CH:6][CH:5]=[CH:4][CH:3]=1. (5) Given the reactants [C:1]12([C:11]3[N:12]=[C:13]4[N:17]([CH:18]=3)[C:16](OS(C(F)(F)F)(=O)=O)=[CH:15][S:14]4)[CH2:10][CH:5]3[CH2:6][CH:7]([CH2:9][CH:3]([CH2:4]3)[CH2:2]1)[CH2:8]2.CC1(C)C(C)(C)OB([C:35]2[CH:36]=[C:37]([NH:41][S:42]([CH3:45])(=[O:44])=[O:43])[CH:38]=[CH:39][CH:40]=2)O1, predict the reaction product. The product is: [C:1]12([C:11]3[N:12]=[C:13]4[N:17]([CH:18]=3)[C:16]([C:35]3[CH:36]=[C:37]([NH:41][S:42]([CH3:45])(=[O:43])=[O:44])[CH:38]=[CH:39][CH:40]=3)=[CH:15][S:14]4)[CH2:10][CH:5]3[CH2:6][CH:7]([CH2:9][CH:3]([CH2:4]3)[CH2:2]1)[CH2:8]2.